Dataset: Peptide-MHC class I binding affinity with 185,985 pairs from IEDB/IMGT. Task: Regression. Given a peptide amino acid sequence and an MHC pseudo amino acid sequence, predict their binding affinity value. This is MHC class I binding data. The peptide sequence is KMFNRASYF. The MHC is HLA-B40:13 with pseudo-sequence HLA-B40:13. The binding affinity (normalized) is 0.898.